From a dataset of Reaction yield outcomes from USPTO patents with 853,638 reactions. Predict the reaction yield, written as a fraction of the theoretical maximum amount of product (1.0 means a 100% yield; for example, 0.34 means a 34% yield). The reactants are [H-].[Na+].[Br:3][C:4]1[CH:9]=[CH:8][N:7]=[C:6]2[NH:10][CH:11]=[CH:12][C:5]=12.Cl[Si:14]([CH:21]([CH3:23])[CH3:22])([CH:18]([CH3:20])[CH3:19])[CH:15]([CH3:17])[CH3:16]. The yield is 0.840. The product is [Br:3][C:4]1[CH:9]=[CH:8][N:7]=[C:6]2[N:10]([Si:14]([CH:21]([CH3:23])[CH3:22])([CH:18]([CH3:20])[CH3:19])[CH:15]([CH3:17])[CH3:16])[CH:11]=[CH:12][C:5]=12. The catalyst is C1COCC1.